From a dataset of Peptide-MHC class I binding affinity with 185,985 pairs from IEDB/IMGT. Regression. Given a peptide amino acid sequence and an MHC pseudo amino acid sequence, predict their binding affinity value. This is MHC class I binding data. (1) The peptide sequence is VTIPQIGGM. The MHC is HLA-A11:01 with pseudo-sequence HLA-A11:01. The binding affinity (normalized) is 0.0847. (2) The peptide sequence is FMHSAAPIT. The MHC is HLA-A02:11 with pseudo-sequence HLA-A02:11. The binding affinity (normalized) is 0.0847. (3) The peptide sequence is SEIYVAWVPA. The MHC is Mamu-B03 with pseudo-sequence Mamu-B03. The binding affinity (normalized) is 0. (4) The peptide sequence is LPSIVREAL. The MHC is HLA-B07:02 with pseudo-sequence HLA-B07:02. The binding affinity (normalized) is 1.00. (5) The peptide sequence is GIVSSMHYK. The MHC is HLA-A69:01 with pseudo-sequence HLA-A69:01. The binding affinity (normalized) is 0.0847. (6) The peptide sequence is VQYSNYSFL. The MHC is H-2-Db with pseudo-sequence H-2-Db. The binding affinity (normalized) is 0.858. (7) The peptide sequence is WKFDSSLAF. The binding affinity (normalized) is 0.320. The MHC is HLA-A23:01 with pseudo-sequence HLA-A23:01.